From a dataset of Reaction yield outcomes from USPTO patents with 853,638 reactions. Predict the reaction yield, written as a fraction of the theoretical maximum amount of product (1.0 means a 100% yield; for example, 0.34 means a 34% yield). (1) The product is [F:8][C:4]1[CH:5]=[CH:6][CH:7]=[C:2]([F:1])[C:3]=1[N:9]1[C:14]2[N:15]=[C:16]([NH:28][CH2:29][CH2:30][N:31]([CH3:33])[CH3:32])[N:17]=[C:18]([C:19]3[CH:20]=[C:21]([CH:25]=[CH:26][CH:27]=3)[C:22]([NH:40][C:36]3[S:35][CH:39]=[CH:38][N:37]=3)=[O:23])[C:13]=2[CH2:12][NH:11][C:10]1=[O:34]. The reactants are [F:1][C:2]1[CH:7]=[CH:6][CH:5]=[C:4]([F:8])[C:3]=1[N:9]1[C:14]2[N:15]=[C:16]([NH:28][CH2:29][CH2:30][N:31]([CH3:33])[CH3:32])[N:17]=[C:18]([C:19]3[CH:20]=[C:21]([CH:25]=[CH:26][CH:27]=3)[C:22](O)=[O:23])[C:13]=2[CH2:12][NH:11][C:10]1=[O:34].[S:35]1[CH:39]=[CH:38][N:37]=[C:36]1[NH2:40].CN(C(ON1N=NC2C=CC=NC1=2)=[N+](C)C)C.F[P-](F)(F)(F)(F)F.C(N(C(C)C)CC)(C)C. The yield is 0.400. The catalyst is C(Cl)Cl.O. (2) The reactants are [Cl:1][C:2]1[CH:3]=[C:4]([N:9]2[C:14](=[O:15])[CH:13]=[C:12]([OH:16])[C:11]([C:17]([O:19][CH3:20])=[O:18])=[N:10]2)[CH:5]=[CH:6][C:7]=1[Cl:8].C([O-])([O-])=O.[K+].[K+].CS(O[CH:32]1[CH2:37][CH2:36][N:35]([C:38]([O:40][C:41]([CH3:44])([CH3:43])[CH3:42])=[O:39])[CH2:34][CH2:33]1)(=O)=O.CCOC(C)=O. The catalyst is CN(C=O)C.O. The product is [C:41]([O:40][C:38]([N:35]1[CH2:36][CH2:37][CH:32]([O:16][C:12]2[C:11]([C:17]([O:19][CH3:20])=[O:18])=[N:10][N:9]([C:4]3[CH:5]=[CH:6][C:7]([Cl:8])=[C:2]([Cl:1])[CH:3]=3)[C:14](=[O:15])[CH:13]=2)[CH2:33][CH2:34]1)=[O:39])([CH3:44])([CH3:42])[CH3:43]. The yield is 0.142.